From a dataset of Catalyst prediction with 721,799 reactions and 888 catalyst types from USPTO. Predict which catalyst facilitates the given reaction. (1) Reactant: [C:1]1([N:7]=[C:8]=[S:9])[CH:6]=[CH:5][CH:4]=[CH:3][CH:2]=1.[C:10]1([CH2:16][C:17]([NH:19][NH2:20])=[O:18])[CH:15]=[CH:14][CH:13]=[CH:12][CH:11]=1. Product: [C:1]1([NH:7][C:8]([NH:20][NH:19][C:17](=[O:18])[CH2:16][C:10]2[CH:11]=[CH:12][CH:13]=[CH:14][CH:15]=2)=[S:9])[CH:6]=[CH:5][CH:4]=[CH:3][CH:2]=1. The catalyst class is: 4. (2) Reactant: C([O:9][C@H:10]1[C@@H:14]([O:15]C(=O)C2C=CC=CC=2)[C@H:13]([N:24]2[C:28]3[N:29]=[CH:30][N:31]=[C:32](Cl)[C:27]=3[C:26]([I:34])=[CH:25]2)[O:12][C@@H:11]1[CH2:35][O:36]C(=O)C1C=CC=CC=1)(=O)C1C=CC=CC=1.[NH3:45]. Product: [NH2:45][C:32]1[C:27]2[C:26]([I:34])=[CH:25][N:24]([C@H:13]3[C@H:14]([OH:15])[C@H:10]([OH:9])[C@@H:11]([CH2:35][OH:36])[O:12]3)[C:28]=2[N:29]=[CH:30][N:31]=1. The catalyst class is: 12. (3) Reactant: [C:1]([O:5][C:6]([N:8]1[CH2:13][CH2:12][CH:11]([N:14]([C@H:20]([C:23]2[CH:28]=[CH:27][CH:26]=[CH:25][CH:24]=2)[CH2:21]O)[C:15]([NH:17][O:18][CH3:19])=[O:16])[CH2:10][CH2:9]1)=[O:7])([CH3:4])([CH3:3])[CH3:2].C(N(CC)CC)C.CS(Cl)(=O)=O. Product: [C:1]([O:5][C:6]([N:8]1[CH2:13][CH2:12][CH:11]([N:14]2[C@H:20]([C:23]3[CH:24]=[CH:25][CH:26]=[CH:27][CH:28]=3)[CH2:21][O:16][C:15]2=[N:17][O:18][CH3:19])[CH2:10][CH2:9]1)=[O:7])([CH3:2])([CH3:3])[CH3:4]. The catalyst class is: 2. (4) Reactant: [Cl:1][C:2]1[CH:9]=[CH:8][CH:7]=[C:6](F)[C:3]=1[CH:4]=[O:5].[OH-:11].[K+].Cl. Product: [Cl:1][C:2]1[CH:9]=[CH:8][CH:7]=[C:6]([OH:11])[C:3]=1[CH:4]=[O:5]. The catalyst class is: 58. (5) Reactant: [O:1]=[C:2]1[CH:7]([N:8]2[C:16](=[O:17])[C:15]3[C:10](=[CH:11][CH:12]=[C:13]([C:18](O)=[O:19])[CH:14]=3)[C:9]2=[O:21])[CH2:6][CH2:5][C:4](=[O:22])[NH:3]1.CN(C(ON1N=NC2C=CC=NC1=2)=[N+](C)C)C.F[P-](F)(F)(F)(F)F.[NH2:47][CH2:48][CH2:49][CH2:50][CH2:51][CH2:52][CH2:53][NH:54][C:55](=[O:61])[O:56][C:57]([CH3:60])([CH3:59])[CH3:58]. Product: [O:1]=[C:2]1[CH:7]([N:8]2[C:16](=[O:17])[C:15]3[C:10](=[CH:11][CH:12]=[C:13]([C:18]([NH:47][CH2:48][CH2:49][CH2:50][CH2:51][CH2:52][CH2:53][NH:54][C:55](=[O:61])[O:56][C:57]([CH3:58])([CH3:60])[CH3:59])=[O:19])[CH:14]=3)[C:9]2=[O:21])[CH2:6][CH2:5][C:4](=[O:22])[NH:3]1. The catalyst class is: 31.